From a dataset of Full USPTO retrosynthesis dataset with 1.9M reactions from patents (1976-2016). Predict the reactants needed to synthesize the given product. Given the product [C:15]([O:19][C:20]([N:22]1[CH2:27][CH2:26][CH:25]([C:28]2[CH:33]=[CH:32][C:31]([CH2:34][O:13][C:10]3[CH:11]=[CH:12][C:7]([C:1]4[CH:2]=[CH:3][CH:4]=[CH:5][CH:6]=4)=[C:8]([CH3:14])[CH:9]=3)=[CH:30][CH:29]=2)[CH2:24][CH2:23]1)=[O:21])([CH3:18])([CH3:17])[CH3:16], predict the reactants needed to synthesize it. The reactants are: [C:1]1([C:7]2[CH:12]=[CH:11][C:10]([OH:13])=[CH:9][C:8]=2[CH3:14])[CH:6]=[CH:5][CH:4]=[CH:3][CH:2]=1.[C:15]([O:19][C:20]([N:22]1[CH2:27][CH2:26][CH:25]([C:28]2[CH:33]=[CH:32][C:31]([CH2:34]O)=[CH:30][CH:29]=2)[CH2:24][CH2:23]1)=[O:21])([CH3:18])([CH3:17])[CH3:16].C1C=CC(P(C2C=CC=CC=2)C2C=CC=CC=2)=CC=1.